Dataset: NCI-60 drug combinations with 297,098 pairs across 59 cell lines. Task: Regression. Given two drug SMILES strings and cell line genomic features, predict the synergy score measuring deviation from expected non-interaction effect. (1) Synergy scores: CSS=4.49, Synergy_ZIP=2.24, Synergy_Bliss=-1.85, Synergy_Loewe=-4.97, Synergy_HSA=-2.33. Drug 2: CC(C)NC(=O)C1=CC=C(C=C1)CNNC.Cl. Drug 1: CNC(=O)C1=NC=CC(=C1)OC2=CC=C(C=C2)NC(=O)NC3=CC(=C(C=C3)Cl)C(F)(F)F. Cell line: SF-539. (2) Drug 1: CC12CCC3C(C1CCC2=O)CC(=C)C4=CC(=O)C=CC34C. Drug 2: CCCCC(=O)OCC(=O)C1(CC(C2=C(C1)C(=C3C(=C2O)C(=O)C4=C(C3=O)C=CC=C4OC)O)OC5CC(C(C(O5)C)O)NC(=O)C(F)(F)F)O. Cell line: SW-620. Synergy scores: CSS=15.1, Synergy_ZIP=-0.154, Synergy_Bliss=-3.92, Synergy_Loewe=-2.38, Synergy_HSA=-3.21. (3) Drug 1: CC12CCC(CC1=CCC3C2CCC4(C3CC=C4C5=CN=CC=C5)C)O. Drug 2: CCN(CC)CCCC(C)NC1=C2C=C(C=CC2=NC3=C1C=CC(=C3)Cl)OC. Cell line: NCI/ADR-RES. Synergy scores: CSS=26.0, Synergy_ZIP=-8.73, Synergy_Bliss=-4.48, Synergy_Loewe=-7.68, Synergy_HSA=-3.55. (4) Drug 1: CC(C1=C(C=CC(=C1Cl)F)Cl)OC2=C(N=CC(=C2)C3=CN(N=C3)C4CCNCC4)N. Drug 2: CS(=O)(=O)C1=CC(=C(C=C1)C(=O)NC2=CC(=C(C=C2)Cl)C3=CC=CC=N3)Cl. Cell line: BT-549. Synergy scores: CSS=0.824, Synergy_ZIP=1.42, Synergy_Bliss=2.85, Synergy_Loewe=-1.79, Synergy_HSA=-1.40. (5) Drug 1: CC1=C2C(C(=O)C3(C(CC4C(C3C(C(C2(C)C)(CC1OC(=O)C(C(C5=CC=CC=C5)NC(=O)C6=CC=CC=C6)O)O)OC(=O)C7=CC=CC=C7)(CO4)OC(=O)C)O)C)OC(=O)C. Drug 2: C1=CN(C=N1)CC(O)(P(=O)(O)O)P(=O)(O)O. Cell line: TK-10. Synergy scores: CSS=8.11, Synergy_ZIP=-3.30, Synergy_Bliss=-3.84, Synergy_Loewe=-0.263, Synergy_HSA=-2.71. (6) Drug 1: C#CCC(CC1=CN=C2C(=N1)C(=NC(=N2)N)N)C3=CC=C(C=C3)C(=O)NC(CCC(=O)O)C(=O)O. Drug 2: CN(CC1=CN=C2C(=N1)C(=NC(=N2)N)N)C3=CC=C(C=C3)C(=O)NC(CCC(=O)O)C(=O)O. Cell line: SR. Synergy scores: CSS=84.9, Synergy_ZIP=0.680, Synergy_Bliss=0.554, Synergy_Loewe=-15.8, Synergy_HSA=2.28.